This data is from Forward reaction prediction with 1.9M reactions from USPTO patents (1976-2016). The task is: Predict the product of the given reaction. (1) Given the reactants N1(S(N[C:9](=O)[C:10]2[CH:15]=C(Cl)C(OCC3(C(F)(F)F)CCCC3)=CC=2F)(=O)=O)CCC1.Cl[C:31]1[C:32]([O:45][C@H:46]2[CH2:51][CH2:50][C@H:49]([C:52]([F:55])([F:54])[F:53])[CH2:48][CH2:47]2)=[CH:33][C:34]([F:44])=[C:35]([CH:43]=1)[C:36]([NH:38][S:39]([CH3:42])(=[O:41])=[O:40])=[O:37], predict the reaction product. The product is: [CH:15]1([C:31]2[C:32]([O:45][C@H:46]3[CH2:51][CH2:50][C@H:49]([C:52]([F:55])([F:54])[F:53])[CH2:48][CH2:47]3)=[CH:33][C:34]([F:44])=[C:35]([CH:43]=2)[C:36]([NH:38][S:39]([CH3:42])(=[O:41])=[O:40])=[O:37])[CH2:10][CH2:9]1. (2) Given the reactants [OH:1][C:2]1[CH:7]=[CH:6][C:5](B(O)O)=[CH:4][CH:3]=1.Br[C:12]1[CH:17]=[CH:16][C:15]([S:18]([CH3:21])(=[O:20])=[O:19])=[CH:14][C:13]=1[F:22].C([O-])([O-])=O.[Na+].[Na+], predict the reaction product. The product is: [F:22][C:13]1[CH:14]=[C:15]([S:18]([CH3:21])(=[O:20])=[O:19])[CH:16]=[CH:17][C:12]=1[C:5]1[CH:6]=[CH:7][C:2]([OH:1])=[CH:3][CH:4]=1. (3) Given the reactants [Si:1]([O:18][CH:19]1[CH2:22][N:21]([C:23]2[S:24][CH:25]=[C:26]([C:28](=[O:34])[N:29]([CH3:33])[CH2:30][CH2:31]O)[N:27]=2)[CH2:20]1)([C:14]([CH3:17])([CH3:16])[CH3:15])([C:8]1[CH:13]=[CH:12][CH:11]=[CH:10][CH:9]=1)[C:2]1[CH:7]=[CH:6][CH:5]=[CH:4][CH:3]=1.C1(P([N:49]=[N+:50]=[N-:51])(C2C=CC=CC=2)=O)C=CC=CC=1.C1(P(C2C=CC=CC=2)C2C=CC=CC=2)C=CC=CC=1.CCOC(/N=N/C(OCC)=O)=O.C1(C)C=CC=CC=1, predict the reaction product. The product is: [Si:1]([O:18][CH:19]1[CH2:22][N:21]([C:23]2[S:24][CH:25]=[C:26]([C:28](=[O:34])[N:29]([CH2:30][CH2:31][N:49]=[N+:50]=[N-:51])[CH3:33])[N:27]=2)[CH2:20]1)([C:14]([CH3:17])([CH3:15])[CH3:16])([C:2]1[CH:3]=[CH:4][CH:5]=[CH:6][CH:7]=1)[C:8]1[CH:9]=[CH:10][CH:11]=[CH:12][CH:13]=1. (4) Given the reactants [CH2:1]([NH:8][C:9]1[N:14]=[CH:13][C:12]([C:15]2[N:16]=[N:17][NH:18][N:19]=2)=[CH:11][N:10]=1)[C:2]1[CH:7]=[CH:6][CH:5]=[CH:4][CH:3]=1.Br[CH2:21][C:22]([O:24][CH2:25][CH3:26])=[O:23].C(N(CC)CC)C.C1COCC1, predict the reaction product. The product is: [CH2:1]([NH:8][C:9]1[N:10]=[CH:11][C:12]([C:15]2[N:19]=[N:18][N:17]([CH2:21][C:22]([O:24][CH2:25][CH3:26])=[O:23])[N:16]=2)=[CH:13][N:14]=1)[C:2]1[CH:3]=[CH:4][CH:5]=[CH:6][CH:7]=1.